From a dataset of Experimentally validated miRNA-target interactions with 360,000+ pairs, plus equal number of negative samples. Binary Classification. Given a miRNA mature sequence and a target amino acid sequence, predict their likelihood of interaction. (1) The miRNA is hsa-miR-4529-3p with sequence AUUGGACUGCUGAUGGCCCGU. The protein sequence of the target gene is MSSSYWSETSSSSCGTQQLPEVLQCQPQHYHCYHQSSQAQQPPEKNVVYERVRTYSGPMNKVVQALDPFNSREVLSPLKTTSSYQNLVWSDHSQELHSPTLKISTCAPSTLHITQNTEQELHSPTVKLTTYPQTTIRKYVVQNPEQEPLSQFLRGSHFFPGNNVIYEKTIRKVEKLNTDQGCHPQAQCHHHIIQQPQVIHSAHWQQPDSSQQIQAITGNNPISTHIGNELCHSGSSQICEQVIIQDDGPEKLDPRYFGELLADLSRKNTDLYHCLLEHLQRIGGSKQDFESTDESEDIES.... Result: 0 (no interaction). (2) The miRNA is hsa-miR-431-3p with sequence CAGGUCGUCUUGCAGGGCUUCU. The protein sequence of the target gene is MSRSPQRALPPGALPRLLQAAPAAAPRALLPQWPRRPGRRWPASPLGMKVFRRKALVLCAGYALLLVLTMLNLLDYKWHKEPLQQCNPDGPLGAAAGAAGGSWGRPGPPPAGPPRAHARLDLRTPYRPPAAAVGAAPAAAAGMAGVAAPPGNGTRGTGGVGDKRQLVYVFTTWRSGSSFFGELFNQNPEVFFLYEPVWHVWQKLYPGDAVSLQGAARDMLSALYRCDLSVFQLYSPAGSGGRNLTTLGIFGAATNKVVCSSPLCPAYRKEVVGLVDDRVCKKCPPQRLARFEEECRKYRT.... Result: 0 (no interaction). (3) The miRNA is hsa-miR-6803-3p with sequence UCCCUCGCCUUCUCACCCUCAG. The protein sequence of the target gene is MIFTPFLPPADLSVFQNVKGLQNDPEEWVAVSDATEDPSGGTGLPREPALLRGSWRSRFQRALACFTKCFRGGYRALGI. Result: 0 (no interaction). (4) The miRNA is mmu-miR-339-5p with sequence UCCCUGUCCUCCAGGAGCUCACG. The protein sequence of the target gene is MEATAKFDFMASGEDELSFRTGDILKILSNQEEWLKAELGSQEGYVPKNFIDIEFPEWFHEGLSRHQAENLLMGKDIGFFIIRASQSSPGDFSISVRHEDDVQHFKVMRDTKGNYFLWTEKFPSLNKLVDYYRTTSISKQKQVFLRDGTQDQGHRGNSLDRRSQGGPHPSGTVGEEIRPSVNRKLSDHLPLGPQQFHPHQQPSPQFTPGPQPPQQQRYLQHFHQDRRGGSLDINDGHCGLGSEVNATLMHRRHTDPVQLQAAGRVRWARALYDFEALEEDELGFRSGEVVEVLDSSNPSW.... Result: 1 (interaction). (5) The miRNA is hsa-miR-4474-3p with sequence UUGUGGCUGGUCAUGAGGCUAA. The protein sequence of the target gene is MGDDSEWLKLPVDQKCEHKLWKARLSGYEEALKIFQKIKDEKSPEWSKYLGLIKKFVTDSNAVVQLKGLEAALVYVENAHVAGKTTGEVVSGVVSKVFNQPKAKAKELGIEICLMYVEIEKGESVQEELLKGLDNKNPKIIVACIETLRKALSEFGSKIISLKPIIKVLPKLFESRDKAVRDEAKLFAIEIYRWNRDAVKHTLQNINSVQLKELEEEWVKLPTGAPKPSRFLRSQQELEAKLEQQQSAGGDAEGGGDDGDEVPQVDAYELLDAVEILSKLPKDFYDKIEAKKWQERKEAL.... Result: 0 (no interaction). (6) The miRNA is rno-miR-187-3p with sequence UCGUGUCUUGUGUUGCAGCCGG. The protein sequence of the target gene is MFATSGAVAAGKPYSCSECGKSFCYSSVLLRHERAHGGDGRFRCLECGERCARAADLRAHRRTHAGQTLYICSECGQSFRHSGRLDLHLGAHRQRCRTCPCRTCGRRFPHLPALLLHRRRQHLPERPRRCPLCARTFRQSALLFHQARAHPLGTTSDPAAPPHRCAQCPRAFRSGAGLRSHARIHVSRSPTRPRVSDAHQCGVCGKCFGKSSTLTRHLQTHSGEKPFKCPECGKGFLESATLVRHQRTHTGEKPYACGDCGRCFSESSTLLRHRRSHQGERPHACATCGKGFGQRSDLVV.... Result: 0 (no interaction). (7) The miRNA is hsa-miR-5590-3p with sequence AAUAAAGUUCAUGUAUGGCAA. The protein sequence of the target gene is MAAHGGSAASSALKGLIQQFTAITGASESVGKHMLEACNNNLEMAVTMFLDGGGIAEEPSTSSASVSTVRPHTEEEVRAPIPQKQEILVEPEPLFGVRQEQELRNGGAIDKKLTTLADLFRPPIDLMHKGSFETAKECGQMQNKWLMINIQNVQDFACQCLNRDVWSNEAVKNIIREHFIFWQVYHDSEEGQRYIQFYKLGDFPYVSILDPRTGQKLVEWHQLDVSSFLDQVTGFLGEHGQLDGLSSSPPKKCARSESLIDASEDSQLEAAIRASLQETHFDSAQAKQDSRSDEESESEL.... Result: 0 (no interaction). (8) The miRNA is hsa-miR-6874-3p with sequence CAGUUCUGCUGUUCUGACUCUAG. The protein sequence of the target gene is MFACAKLACTPSLIRAGSRVAYRPISASVLSRPEASRTGEGSTVFNGAQNGVSQLIQREFQTSAISRDIDTAAKFIGAGAATVGVAGSGAGIGTVFGSLIIGYARNPSLKQQLFSYAILGFALSEAMGLFCLMVAFLILFAM. Result: 1 (interaction). (9) The miRNA is mmu-miR-295-3p with sequence AAAGUGCUACUACUUUUGAGUCU. The protein sequence of the target gene is MAAQAAAAAQAAAAAQAAAAQAAQAEAAESWYLALLGFAEHFRTSSPPKIRLCVHCLQAVFPFKPPQRIEARTHLQLGSVLYHHTKNSEQARSHLEKAWLISQQIPQFEDVKFEAASLLSELYCQENSVDAAKPLLRKAIQISQQTPYWHCRLLFQLAQLHTLEKDLVSACDLLGVGAEYARVVGSEYTRALFLLSKGMLLLMERKLQEVHPLLTLCGQIVENWQGNPIQKESLRVFFLVLQVTHYLDAGQVKSVKPCLKQLQQCIQTISTLHDDEILPSNPADLFHWLPKEHMCVLVYL.... Result: 1 (interaction). (10) The miRNA is hsa-miR-6830-3p with sequence UGUCUUUCUUCUCUCCCUUGCAG. The protein sequence of the target gene is MAVQISKKRKFVADGIFKAELNEFLTRELAEDGYSGVEVRVTPTRTEIIILATRTQNVLGEKGRRIRELTAVVQKRFGFPEGSVELYAEKVATRGLCAIAQAESLRYKLLGGLAVRRACYGVLRFIMESGAKGCEVVVSGKLRGQRAKSMKFVDGLMIHSGDPVNYYVDTAVRHVLLRQGVLGIKVKIMLPWDPTGKIGPKKPLPDHVSIVEPKDEILPTTPISEQKGGKPEPPAMPQPVPTA. Result: 1 (interaction).